Predict the reactants needed to synthesize the given product. From a dataset of Full USPTO retrosynthesis dataset with 1.9M reactions from patents (1976-2016). Given the product [O:1]=[C:2]1[C:11]2[C:6](=[CH:7][CH:8]=[C:9]([C:12]#[C:13][CH2:14][C:15]3[CH:20]=[CH:19][CH:18]=[CH:17][CH:16]=3)[CH:10]=2)[N:5]=[CH:4][N:3]1[CH2:21][C:22]1[CH:23]=[CH:24][C:25]([C:26]([NH2:37])=[O:28])=[CH:29][CH:30]=1, predict the reactants needed to synthesize it. The reactants are: [O:1]=[C:2]1[C:11]2[C:6](=[CH:7][CH:8]=[C:9]([C:12]#[C:13][CH2:14][C:15]3[CH:20]=[CH:19][CH:18]=[CH:17][CH:16]=3)[CH:10]=2)[N:5]=[CH:4][N:3]1[CH2:21][C:22]1[CH:30]=[CH:29][C:25]([C:26]([OH:28])=O)=[CH:24][CH:23]=1.C(Cl)(=O)C(Cl)=O.[NH3:37].